This data is from Forward reaction prediction with 1.9M reactions from USPTO patents (1976-2016). The task is: Predict the product of the given reaction. Given the reactants [CH:1]1([C:10]([O:12][CH3:13])=[O:11])[C:9]2[C:4](=[CH:5][CH:6]=[CH:7][CH:8]=2)[CH2:3][NH:2]1.[Cl:14][C:15]1[C:16]([O:28][CH2:29][O:30][CH3:31])=[CH:17][C:18]([O:24][CH2:25][O:26][CH3:27])=[C:19]([CH:23]=1)[C:20](O)=[O:21].CN1CCOCC1.Cl.CN(C)CCCN=C=NCC.ON1C2C=CC=CC=2N=N1, predict the reaction product. The product is: [Cl:14][C:15]1[C:16]([O:28][CH2:29][O:30][CH3:31])=[CH:17][C:18]([O:24][CH2:25][O:26][CH3:27])=[C:19]([CH:23]=1)[C:20]([N:2]1[CH2:3][C:4]2[C:9](=[CH:8][CH:7]=[CH:6][CH:5]=2)[CH:1]1[C:10]([O:12][CH3:13])=[O:11])=[O:21].